Dataset: Full USPTO retrosynthesis dataset with 1.9M reactions from patents (1976-2016). Task: Predict the reactants needed to synthesize the given product. (1) The reactants are: [F:1][C:2]1[CH:3]=[C:4]([CH2:9][C:10]([OH:12])=O)[CH:5]=[C:6]([F:8])[CH:7]=1.Cl.[NH2:14][CH:15]([C:17]1[S:18][CH2:19][C@H:20]([C:22]([O:24][CH2:25][CH3:26])=[O:23])[N:21]=1)[CH3:16]. Given the product [F:8][C:6]1[CH:5]=[C:4]([CH2:9][C:10]([NH:14][CH:15]([C:17]2[S:18][CH2:19][C@H:20]([C:22]([O:24][CH2:25][CH3:26])=[O:23])[N:21]=2)[CH3:16])=[O:12])[CH:3]=[C:2]([F:1])[CH:7]=1, predict the reactants needed to synthesize it. (2) Given the product [NH2:15][C:16]1[N:17]=[C:18]([N:31]2[C@H:36]([CH3:37])[CH2:35][O:34][C@H:33]([CH2:38][NH:39][C:8](=[O:13])[C:9]([CH3:12])([CH3:11])[CH3:10])[CH2:32]2)[CH:19]=[C:20]([C:22]2[CH:29]=[CH:28][C:25]([C:26]#[N:27])=[C:24]([F:30])[CH:23]=2)[N:21]=1, predict the reactants needed to synthesize it. The reactants are: C(N(CC)CC)C.[C:8](Cl)(=[O:13])[C:9]([CH3:12])([CH3:11])[CH3:10].[NH2:15][C:16]1[N:21]=[C:20]([C:22]2[CH:29]=[CH:28][C:25]([C:26]#[N:27])=[C:24]([F:30])[CH:23]=2)[CH:19]=[C:18]([N:31]2[C@H:36]([CH3:37])[CH2:35][O:34][C@H:33]([CH2:38][NH2:39])[CH2:32]2)[N:17]=1. (3) Given the product [Cl:15][C:16]1[N:21]=[C:20]([NH:7][C:4]2[CH:3]=[C:2]([CH3:1])[NH:6][N:5]=2)[C:19]([F:23])=[CH:18][N:17]=1, predict the reactants needed to synthesize it. The reactants are: [CH3:1][C:2]1[NH:6][N:5]=[C:4]([NH2:7])[CH:3]=1.C(N(CC)CC)C.[Cl:15][C:16]1[N:21]=[C:20](Cl)[C:19]([F:23])=[CH:18][N:17]=1. (4) Given the product [CH2:1]([O:3][C:4](=[O:32])[C:5]1[CH:10]=[C:9]([CH3:11])[C:8]([N:12]2[CH2:17][CH2:16][N:15]([C:18]3[CH:23]=[C:22]([N:33]4[CH2:38][CH2:37][CH2:36][CH2:35][CH2:34]4)[N:21]=[C:20]([N:25]4[CH2:29][CH2:28][CH2:27][CH:26]4[CH3:30])[N:19]=3)[C@H:14]([CH3:31])[CH2:13]2)=[N:7][CH:6]=1)[CH3:2], predict the reactants needed to synthesize it. The reactants are: [CH2:1]([O:3][C:4](=[O:32])[C:5]1[CH:10]=[C:9]([CH3:11])[C:8]([N:12]2[CH2:17][CH2:16][N:15]([C:18]3[CH:23]=[C:22](Cl)[N:21]=[C:20]([N:25]4[CH2:29][CH2:28][CH2:27][CH:26]4[CH3:30])[N:19]=3)[C@H:14]([CH3:31])[CH2:13]2)=[N:7][CH:6]=1)[CH3:2].[NH:33]1[CH2:38][CH2:37][CH2:36][CH2:35][CH2:34]1.C(N(C(C)C)CC)(C)C.